From a dataset of Catalyst prediction with 721,799 reactions and 888 catalyst types from USPTO. Predict which catalyst facilitates the given reaction. (1) Reactant: [H-].[H-].[H-].[H-].[Li+].[Al+3].C([O:14][C:15](=O)[C:16]([O:28][C:29]1[CH:51]=[CH:50][C:32]2[C:33]3[N:37]([CH2:38][CH2:39][O:40][C:31]=2[CH:30]=1)[CH:36]=[C:35]([C:41]1[N:42]([CH:47]([CH3:49])[CH3:48])[N:43]=[C:44]([CH3:46])[N:45]=1)[N:34]=3)([CH3:27])[CH2:17][CH2:18][O:19][CH2:20][C:21]1[CH:26]=[CH:25][CH:24]=[CH:23][CH:22]=1)C1C=CC=CC=1.CCOC(C)=O.[C@H](O)(C([O-])=O)[C@@H](O)C([O-])=O.[Na+].[K+]. Product: [CH2:20]([O:19][CH2:18][CH2:17][C:16]([O:28][C:29]1[CH:51]=[CH:50][C:32]2[C:33]3[N:37]([CH2:38][CH2:39][O:40][C:31]=2[CH:30]=1)[CH:36]=[C:35]([C:41]1[N:42]([CH:47]([CH3:49])[CH3:48])[N:43]=[C:44]([CH3:46])[N:45]=1)[N:34]=3)([CH3:27])[CH2:15][OH:14])[C:21]1[CH:22]=[CH:23][CH:24]=[CH:25][CH:26]=1. The catalyst class is: 1. (2) Reactant: [NH2:1][C:2]1[CH:7]=[CH:6][C:5]([Br:8])=[CH:4][C:3]=1[C:9]([C:11]1[CH:16]=[CH:15][C:14]([Cl:17])=[CH:13][CH:12]=1)=O.[CH3:18][S:19]([CH2:22][C:23](=O)[CH3:24])(=[O:21])=[O:20].[Na]. Product: [Br:8][C:5]1[CH:4]=[C:3]2[C:2](=[CH:7][CH:6]=1)[N:1]=[C:23]([CH3:24])[C:22]([S:19]([CH3:18])(=[O:21])=[O:20])=[C:9]2[C:11]1[CH:16]=[CH:15][C:14]([Cl:17])=[CH:13][CH:12]=1. The catalyst class is: 41.